Dataset: Catalyst prediction with 721,799 reactions and 888 catalyst types from USPTO. Task: Predict which catalyst facilitates the given reaction. (1) Reactant: CN(C(ON1N=NC2C=CC=NC1=2)=[N+](C)C)C.F[P-](F)(F)(F)(F)F.[C:25]1([CH2:31][C:32]([OH:34])=O)[CH:30]=[CH:29][CH:28]=[CH:27][CH:26]=1.CCN(C(C)C)C(C)C.[NH:44]1[CH2:49][CH2:48][CH:47]([CH2:50][N:51]2[C:59]3[C:54](=[CH:55][C:56]([C:60]4[CH:61]=[N:62][N:63]([CH:65]5[CH2:70][CH2:69][CH2:68][CH2:67][O:66]5)[CH:64]=4)=[CH:57][CH:58]=3)[CH:53]=[N:52]2)[CH2:46][CH2:45]1. Product: [C:25]1([CH2:31][C:32]([N:44]2[CH2:49][CH2:48][CH:47]([CH2:50][N:51]3[C:59]4[C:54](=[CH:55][C:56]([C:60]5[CH:61]=[N:62][N:63]([CH:65]6[CH2:70][CH2:69][CH2:68][CH2:67][O:66]6)[CH:64]=5)=[CH:57][CH:58]=4)[CH:53]=[N:52]3)[CH2:46][CH2:45]2)=[O:34])[CH:26]=[CH:27][CH:28]=[CH:29][CH:30]=1. The catalyst class is: 39. (2) Reactant: [Cl:1][C:2]1[CH:3]=[C:4]([C@H:9]2[C:18]3[C:13](=[CH:14][CH:15]=[CH:16][CH:17]=3)[C:12](=O)[CH:11]([CH3:20])[CH2:10]2)[CH:5]=[CH:6][C:7]=1[Cl:8].[NH2:21][OH:22].Cl.CCN(CC)CC.O. Product: [Cl:1][C:2]1[CH:3]=[C:4]([C@H:9]2[C:18]3[C:13](=[CH:14][CH:15]=[CH:16][CH:17]=3)/[C:12](=[N:21]\[OH:22])/[CH:11]([CH3:20])[CH2:10]2)[CH:5]=[CH:6][C:7]=1[Cl:8]. The catalyst class is: 61. (3) Reactant: C(=O)(O)[O-].[Na+].Cl[CH2:7][C:8]1[C:9]([CH3:14])=[N:10][O:11][C:12]=1[CH3:13].[NH2:15][CH2:16][CH2:17][C:18]1[CH:33]=[CH:32][C:21]([O:22][C:23]2[CH:31]=[CH:30][C:26]([C:27]([NH2:29])=[O:28])=[CH:25][N:24]=2)=[CH:20][CH:19]=1.[OH-].[Na+]. Product: [CH3:14][C:9]1[C:8]([CH2:7][NH:15][CH2:16][CH2:17][C:18]2[CH:33]=[CH:32][C:21]([O:22][C:23]3[CH:31]=[CH:30][C:26]([C:27]([NH2:29])=[O:28])=[CH:25][N:24]=3)=[CH:20][CH:19]=2)=[C:12]([CH3:13])[O:11][N:10]=1. The catalyst class is: 9. (4) Reactant: [Cl:1][C:2]1[C:6]([C:7]#[N:8])=[C:5]([CH3:9])[NH:4][C:3]=1[C:10]([OH:12])=O.[NH2:13][C@@H:14]1[CH2:19][CH2:18][N:17]([C:20]([O:22][CH2:23][CH3:24])=[O:21])[CH2:16][C@@H:15]1[O:25][CH3:26].OC1C2N=NNC=2C=CC=1.CN1CCOCC1.Cl.CN(C)CCCN=C=NCC. Product: [Cl:1][C:2]1[C:6]([C:7]#[N:8])=[C:5]([CH3:9])[NH:4][C:3]=1[C:10]([NH:13][C@@H:14]1[CH2:19][CH2:18][N:17]([C:20]([O:22][CH2:23][CH3:24])=[O:21])[CH2:16][C@@H:15]1[O:25][CH3:26])=[O:12]. The catalyst class is: 91.